From a dataset of CYP3A4 inhibition data for predicting drug metabolism from PubChem BioAssay. Regression/Classification. Given a drug SMILES string, predict its absorption, distribution, metabolism, or excretion properties. Task type varies by dataset: regression for continuous measurements (e.g., permeability, clearance, half-life) or binary classification for categorical outcomes (e.g., BBB penetration, CYP inhibition). Dataset: cyp3a4_veith. (1) The molecule is Cn1cccc1C(=O)N1CCC[C@@]2(CCN(Cc3cc(C(F)(F)F)cc(C(F)(F)F)c3)C2)C1. The result is 1 (inhibitor). (2) The molecule is O=C(COc1ccc2ccccc2c1Br)NNC(=O)Nc1ccccc1. The result is 1 (inhibitor). (3) The compound is CCc1ccc(C(=O)c2oc3nc(C)cc(C)c3c2N)cc1. The result is 1 (inhibitor). (4) The molecule is O=C(O)CCc1ccc(-c2ccccc2)[nH]1. The result is 0 (non-inhibitor). (5) The molecule is CS(=O)(=O)N1CCN(c2ccc([N+](=O)[O-])c(N3CCOCC3)c2)CC1. The result is 0 (non-inhibitor). (6) The drug is CN(Cc1ccco1)c1nc(-c2ccoc2)nc2ccccc12. The result is 1 (inhibitor). (7) The compound is CN(C(=O)Cc1ccc(Cl)c(Cl)c1)[C@@H]1CCCC[C@H]1N1CCCC1.O=C(O)[C@@H](O)[C@@H](O)C(=O)O. The result is 1 (inhibitor).